The task is: Binary Classification. Given a T-cell receptor sequence (or CDR3 region) and an epitope sequence, predict whether binding occurs between them.. This data is from TCR-epitope binding with 47,182 pairs between 192 epitopes and 23,139 TCRs. (1) The epitope is VLWAHGFEL. The TCR CDR3 sequence is CASSPTVSQLNEQYF. Result: 1 (the TCR binds to the epitope). (2) Result: 1 (the TCR binds to the epitope). The TCR CDR3 sequence is CASSPSVGSTDTQYF. The epitope is KAYNVTQAF. (3) The epitope is VTEHDTLLY. The TCR CDR3 sequence is CATHRAGGFNEQFF. Result: 1 (the TCR binds to the epitope). (4) The epitope is QYDPVAALF. The TCR CDR3 sequence is CASSSNQGATQYF. Result: 1 (the TCR binds to the epitope).